This data is from Forward reaction prediction with 1.9M reactions from USPTO patents (1976-2016). The task is: Predict the product of the given reaction. (1) Given the reactants [F:1][C:2]([F:23])([F:22])[C:3]1[CH:17]=[C:16]([C:18]([F:21])([F:20])[F:19])[CH:15]=[CH:14][C:4]=1[CH2:5][N:6]1[CH2:11][CH2:10][CH:9]([CH:12]=O)[CH2:8][CH2:7]1.[O:24]=[C:25]1[N:29]=[C:28]([NH:30][C@H:31]([C:34]([NH2:36])=[O:35])[CH2:32][OH:33])[CH2:27][S:26]1.C([O-])(=O)C.[NH2+]1CCCCC1, predict the reaction product. The product is: [F:23][C:2]([F:1])([F:22])[C:3]1[CH:17]=[C:16]([C:18]([F:21])([F:20])[F:19])[CH:15]=[CH:14][C:4]=1[CH2:5][N:6]1[CH2:11][CH2:10][CH:9](/[CH:12]=[C:27]2/[C:28]([NH:30][C@H:31]([C:34]([NH2:36])=[O:35])[CH2:32][OH:33])=[N:29][C:25](=[O:24])[S:26]/2)[CH2:8][CH2:7]1. (2) Given the reactants [NH:1]1[C:5]2=[N:6][CH:7]=[CH:8][CH:9]=[C:4]2[CH:3]=[CH:2]1.[Cl:10][C:11]1[N:15]([C:16]2[CH:21]=[CH:20][CH:19]=[CH:18][CH:17]=2)[N:14]=[C:13]([CH3:22])[C:12]=1[CH:23]=[O:24].[OH-].[K+].[CH3:27]O, predict the reaction product. The product is: [Cl:10][C:11]1[N:15]([C:16]2[CH:21]=[CH:20][CH:19]=[CH:18][CH:17]=2)[N:14]=[C:13]([CH3:22])[C:12]=1[CH:23]([O:24][CH3:27])[C:3]1[C:4]2[C:5](=[N:6][CH:7]=[CH:8][CH:9]=2)[NH:1][CH:2]=1.